From a dataset of Full USPTO retrosynthesis dataset with 1.9M reactions from patents (1976-2016). Predict the reactants needed to synthesize the given product. Given the product [N:31]1[C:32]2[C:27](=[CH:26][CH:25]=[C:24]([NH:23][C:19]([C:6]3[N:7]([CH2:11][C:12]4[CH:17]=[CH:16][CH:15]=[C:14]([F:18])[CH:13]=4)[C:8]4[C:4]([CH:5]=3)=[CH:3][C:2]([F:1])=[CH:10][CH:9]=4)=[O:20])[CH:33]=2)[CH:28]=[CH:29][CH:30]=1, predict the reactants needed to synthesize it. The reactants are: [F:1][C:2]1[CH:3]=[C:4]2[C:8](=[CH:9][CH:10]=1)[N:7]([CH2:11][C:12]1[CH:17]=[CH:16][CH:15]=[C:14]([F:18])[CH:13]=1)[C:6]([C:19](O)=[O:20])=[CH:5]2.Cl.[NH2:23][C:24]1[CH:33]=[C:32]2[C:27]([CH:28]=[CH:29][CH:30]=[N:31]2)=[CH:26][CH:25]=1.C(N(C(C)C)CC)(C)C.O.